Dataset: Forward reaction prediction with 1.9M reactions from USPTO patents (1976-2016). Task: Predict the product of the given reaction. Given the reactants [CH2:1]([N:8]1[C:14](=[O:15])[C:13]2[C:16](Br)=[C:17]([CH:20]([O:25][C:26]([CH3:29])([CH3:28])[CH3:27])[C:21]([O:23][CH3:24])=[O:22])[CH:18]=[CH:19][C:12]=2[O:11][CH2:10][CH2:9]1)[C:2]1[CH:7]=[CH:6][CH:5]=[CH:4][CH:3]=1.CC1(C)C(C)(C)OB([C:39]2[CH:40]=[C:41]3[C:46](=[CH:47][CH:48]=2)[O:45][CH2:44][CH2:43][CH2:42]3)O1.C(=O)([O-])[O-].[Na+].[Na+].O, predict the reaction product. The product is: [CH2:1]([N:8]1[C:14](=[O:15])[C:13]2[C:16]([C:39]3[CH:48]=[CH:47][C:46]4[O:45][CH2:44][CH2:43][CH2:42][C:41]=4[CH:40]=3)=[C:17]([CH:20]([O:25][C:26]([CH3:29])([CH3:28])[CH3:27])[C:21]([O:23][CH3:24])=[O:22])[CH:18]=[CH:19][C:12]=2[O:11][CH2:10][CH2:9]1)[C:2]1[CH:7]=[CH:6][CH:5]=[CH:4][CH:3]=1.